From a dataset of Full USPTO retrosynthesis dataset with 1.9M reactions from patents (1976-2016). Predict the reactants needed to synthesize the given product. (1) Given the product [CH2:13]([O:12][C:4]1[CH:3]=[C:2]([F:1])[CH:11]=[CH:10][C:5]=1[C:6]([O:8][CH3:9])=[O:7])[C:14]1[CH:19]=[CH:18][CH:17]=[CH:16][CH:15]=1, predict the reactants needed to synthesize it. The reactants are: [F:1][C:2]1[CH:11]=[CH:10][C:5]([C:6]([O:8][CH3:9])=[O:7])=[C:4]([OH:12])[CH:3]=1.[CH2:13](Br)[C:14]1[CH:19]=[CH:18][CH:17]=[CH:16][CH:15]=1.C(=O)([O-])[O-].[Cs+].[Cs+]. (2) The reactants are: Br[C:2]1[CH:3]=[N:4][CH:5]=[C:6]2[C:11]=1[N:10]=[C:9]([C:12]([NH:14][CH2:15][C:16]([CH3:19])([CH3:18])[CH3:17])=[O:13])[CH:8]=[CH:7]2.[F:20][C:21]1[CH:26]=[CH:25][C:24]([F:27])=[CH:23][C:22]=1B(O)O.C(=O)([O-])[O-].[Cs+].[Cs+]. Given the product [F:20][C:21]1[CH:26]=[CH:25][C:24]([F:27])=[CH:23][C:22]=1[C:2]1[CH:3]=[N:4][CH:5]=[C:6]2[C:11]=1[N:10]=[C:9]([C:12]([NH:14][CH2:15][C:16]([CH3:19])([CH3:18])[CH3:17])=[O:13])[CH:8]=[CH:7]2, predict the reactants needed to synthesize it.